Dataset: Forward reaction prediction with 1.9M reactions from USPTO patents (1976-2016). Task: Predict the product of the given reaction. (1) Given the reactants [C:1]([C:3]1[N:4]=[CH:5][C:6]([NH:18][C@H:19]([CH2:23][CH:24]([CH3:26])[CH3:25])[C:20]([NH2:22])=[O:21])=[N:7][C:8]=1[NH:9][C:10]1[CH:15]=[CH:14][C:13]([C:16]#[N:17])=[CH:12][CH:11]=1)#[N:2].[OH-:27].[Na+].[OH:29]O.CC(O)=O, predict the reaction product. The product is: [NH2:22][C:20](=[O:21])[C@H:19]([NH:18][C:6]1[N:7]=[C:8]([NH:9][C:10]2[CH:11]=[CH:12][C:13]([C:16](=[O:29])[NH2:17])=[CH:14][CH:15]=2)[C:3]([C:1]([NH2:2])=[O:27])=[N:4][CH:5]=1)[CH2:23][CH:24]([CH3:26])[CH3:25]. (2) Given the reactants [CH2:1]([C:3]1[CH:8]=[CH:7][N:6]=[C:5]([NH2:9])[C:4]=1[C:10]1[CH:15]=[CH:14][C:13]([O:16][CH3:17])=[CH:12][CH:11]=1)[CH3:2].O1CCCC1.C1C(=O)N([Br:30])C(=O)C1, predict the reaction product. The product is: [Br:30][C:8]1[C:3]([CH2:1][CH3:2])=[C:4]([C:10]2[CH:15]=[CH:14][C:13]([O:16][CH3:17])=[CH:12][CH:11]=2)[C:5]([NH2:9])=[N:6][CH:7]=1. (3) Given the reactants [C:1]([O:5][C:6](=[O:21])[NH:7][C@@H:8]1[CH2:13][CH2:12][CH2:11][N:10]([C:14]2[S:15][CH:16]=[C:17]([C:19]#[N:20])[N:18]=2)[CH2:9]1)([CH3:4])([CH3:3])[CH3:2].[Br:22]N1C(=O)CCC1=O, predict the reaction product. The product is: [C:1]([O:5][C:6](=[O:21])[NH:7][C@@H:8]1[CH2:13][CH2:12][CH2:11][N:10]([C:14]2[S:15][C:16]([Br:22])=[C:17]([C:19]#[N:20])[N:18]=2)[CH2:9]1)([CH3:4])([CH3:2])[CH3:3]. (4) The product is: [OH:20][CH:21]1[CH2:26][CH2:25][N:24]([S:16](/[CH:8]=[CH:9]/[C:10]2[CH:15]=[CH:14][CH:13]=[CH:12][CH:11]=2)(=[O:18])=[O:17])[CH2:23][CH2:22]1. Given the reactants C(N(CC)CC)C.[CH:8](/[S:16](Cl)(=[O:18])=[O:17])=[CH:9]\[C:10]1[CH:15]=[CH:14][CH:13]=[CH:12][CH:11]=1.[OH:20][CH:21]1[CH2:26][CH2:25][NH:24][CH2:23][CH2:22]1, predict the reaction product. (5) Given the reactants C1N=C[N:3](C(N2C=NC=C2)=O)C=1.[F:13][C:14]1[CH:19]=[C:18]([C:20]2[C:21]([O:28][CH3:29])=[N:22][C:23]([CH3:27])=[CH:24][C:25]=2[CH3:26])[C:17]([F:30])=[CH:16][C:15]=1[C:31]1[N:35]([C@H:36]2[CH2:40][CH2:39][O:38][CH2:37]2)[N:34]=[CH:33][C:32]=1[C:41]([OH:43])=O.N, predict the reaction product. The product is: [F:13][C:14]1[CH:19]=[C:18]([C:20]2[C:21]([O:28][CH3:29])=[N:22][C:23]([CH3:27])=[CH:24][C:25]=2[CH3:26])[C:17]([F:30])=[CH:16][C:15]=1[C:31]1[N:35]([C@H:36]2[CH2:40][CH2:39][O:38][CH2:37]2)[N:34]=[CH:33][C:32]=1[C:41]([NH2:3])=[O:43]. (6) Given the reactants C(OC([N:6]1[C:10]2=[N:11][CH:12]=[C:13](B3OC(C)(C)C(C)(C)O3)[CH:14]=[C:9]2[CH:8]=[C:7]1[C:24]1[C:29]([F:30])=[CH:28][CH:27]=[CH:26][C:25]=1[F:31])=O)C.[OH:32][CH2:33][CH2:34][NH:35][C:36]([C:38]1[CH:43]=[C:42]([CH3:44])[C:41](Br)=[CH:40][N:39]=1)=[O:37], predict the reaction product. The product is: [OH:32][CH2:33][CH2:34][NH:35][C:36]([C:38]1[CH:43]=[C:42]([CH3:44])[C:41]([C:13]2[CH:14]=[C:9]3[CH:8]=[C:7]([C:24]4[C:25]([F:31])=[CH:26][CH:27]=[CH:28][C:29]=4[F:30])[NH:6][C:10]3=[N:11][CH:12]=2)=[CH:40][N:39]=1)=[O:37]. (7) Given the reactants [F:1][C:2]1[CH:7]=[CH:6][C:5]([C:8]2[C:9]([CH2:21][OH:22])=[C:10]3[C:15](=[CH:16][CH:17]=2)[NH:14][C:13]([CH3:19])([CH3:18])[CH:12]=[C:11]3[CH3:20])=[C:4]([O:23][CH3:24])[CH:3]=1.O[C:26]1[CH:31]=[CH:30][CH:29]=[CH:28][C:27]=1[CH2:32][C:33]([O:35][CH3:36])=[O:34].C(P(CCCC)CCCC)CCC.N(C(N1CCCCC1)=O)=NC(N1CCCCC1)=O, predict the reaction product. The product is: [F:1][C:2]1[CH:7]=[CH:6][C:5]([C:8]2[C:9]([CH2:21][O:22][C:26]3[CH:31]=[CH:30][CH:29]=[CH:28][C:27]=3[CH2:32][C:33]([O:35][CH3:36])=[O:34])=[C:10]3[C:15](=[CH:16][CH:17]=2)[NH:14][C:13]([CH3:19])([CH3:18])[CH:12]=[C:11]3[CH3:20])=[C:4]([O:23][CH3:24])[CH:3]=1.